Dataset: Forward reaction prediction with 1.9M reactions from USPTO patents (1976-2016). Task: Predict the product of the given reaction. (1) The product is: [C:1]([N:5]([C:7](=[O:16])[C:8]1[CH:9]=[C:10]([CH3:15])[CH:11]=[C:12]([CH3:14])[CH:13]=1)[NH:6][C:29](=[O:30])[C:28]1[CH:32]=[CH:33][C:25]([CH:24]([Br:23])[Br:43])=[C:26]([B:34]2[O:38][C:37]([CH3:39])([CH3:40])[C:36]([CH3:42])([CH3:41])[O:35]2)[CH:27]=1)([CH3:4])([CH3:3])[CH3:2]. Given the reactants [C:1]([N:5]([C:7](=[O:16])[C:8]1[CH:13]=[C:12]([CH3:14])[CH:11]=[C:10]([CH3:15])[CH:9]=1)[NH2:6])([CH3:4])([CH3:3])[CH3:2].C([O-])([O-])=O.[K+].[K+].[Br:23][CH:24]([Br:43])[C:25]1[CH:33]=[CH:32][C:28]([C:29](Cl)=[O:30])=[CH:27][C:26]=1[B:34]1[O:38][C:37]([CH3:40])([CH3:39])[C:36]([CH3:42])([CH3:41])[O:35]1, predict the reaction product. (2) Given the reactants [C:1]1([CH:7]2[CH2:12][CH2:11][N:10]([CH2:13][C@@H:14]3[CH2:20][CH2:19][C:18]4[CH:21]=[CH:22][CH:23]=[CH:24][C:17]=4[C@H:16]([OH:25])[CH2:15]3)[CH2:9][CH2:8]2)[CH:6]=[CH:5][CH:4]=[CH:3][CH:2]=1.[H-].[Na+].[CH2:28](Br)[CH:29]=[CH2:30].CCOCC.[ClH:37], predict the reaction product. The product is: [ClH:37].[CH2:30]([O:25][C@H:16]1[C:17]2[CH:24]=[CH:23][CH:22]=[CH:21][C:18]=2[CH2:19][CH2:20][C@@H:14]([CH2:13][N:10]2[CH2:9][CH2:8][CH:7]([C:1]3[CH:2]=[CH:3][CH:4]=[CH:5][CH:6]=3)[CH2:12][CH2:11]2)[CH2:15]1)[CH:29]=[CH2:28]. (3) Given the reactants [CH:1]1([CH2:7][CH2:8][NH:9][S:10]([C:13]2[CH:18]=[CH:17][C:16]([OH:19])=[CH:15][CH:14]=2)(=[O:12])=[O:11])[CH2:6][CH2:5][CH2:4][CH2:3][CH2:2]1.[CH3:20][N:21]([C:25]1[CH:30]=[CH:29][CH:28]=[CH:27][CH:26]=1)[C:22](Cl)=[O:23], predict the reaction product. The product is: [CH:1]1([CH2:7][CH2:8][NH:9][S:10]([C:13]2[CH:18]=[CH:17][C:16]([O:19][C:22](=[O:23])[N:21]([CH3:20])[C:25]3[CH:30]=[CH:29][CH:28]=[CH:27][CH:26]=3)=[CH:15][CH:14]=2)(=[O:12])=[O:11])[CH2:6][CH2:5][CH2:4][CH2:3][CH2:2]1. (4) Given the reactants FC1C(C)=NC2C(N=1)=C([C:12]1[NH:20][C:19]3[CH2:18][CH2:17][NH:16][C:15](=[O:21])[C:14]=3[CH:13]=1)C=CC=2.NC1CCCC(O)C1, predict the reaction product. The product is: [NH:20]1[C:19]2[CH2:18][CH2:17][NH:16][C:15](=[O:21])[C:14]=2[CH:13]=[CH:12]1.